From a dataset of Forward reaction prediction with 1.9M reactions from USPTO patents (1976-2016). Predict the product of the given reaction. (1) Given the reactants [CH2:1]([C:4]1[O:8][C:7]([CH:9]([O:12][C:13]2[C:14]([F:23])=[C:15]([C:19]([F:22])=[CH:20][CH:21]=2)[C:16]([NH2:18])=[O:17])[CH2:10][CH3:11])=[N:6][C:5]=1[C:24]1[CH:29]=[CH:28][C:27]([Cl:30])=[CH:26][CH:25]=1)[CH:2]=[CH2:3], predict the reaction product. The product is: [Cl:30][C:27]1[CH:26]=[CH:25][C:24]([C:5]2[N:6]=[C:7]([CH:9]([O:12][C:13]3[C:14]([F:23])=[C:15]([C:19]([F:22])=[CH:20][CH:21]=3)[C:16]([NH2:18])=[O:17])[CH2:10][CH3:11])[O:8][C:4]=2[CH2:1][CH2:2][CH3:3])=[CH:29][CH:28]=1. (2) The product is: [C:17]([O:8][C:7](=[O:9])[C:6]1[CH:10]=[C:2]([Br:1])[CH:3]=[N:4][CH:5]=1)([CH3:18])([CH3:22])[CH3:16]. Given the reactants [Br:1][C:2]1[CH:3]=[N:4][CH:5]=[C:6]([CH:10]=1)[C:7]([OH:9])=[O:8].CCN=C=N[CH2:16][CH2:17][CH2:18]N(C)C.[CH:22](Cl)(Cl)Cl, predict the reaction product.